Dataset: Ames mutagenicity test results for genotoxicity prediction. Task: Regression/Classification. Given a drug SMILES string, predict its toxicity properties. Task type varies by dataset: regression for continuous values (e.g., LD50, hERG inhibition percentage) or binary classification for toxic/non-toxic outcomes (e.g., AMES mutagenicity, cardiotoxicity, hepatotoxicity). Dataset: ames. The drug is Oc1ccnc(O)n1. The result is 0 (non-mutagenic).